Task: Predict which catalyst facilitates the given reaction.. Dataset: Catalyst prediction with 721,799 reactions and 888 catalyst types from USPTO (1) Product: [Cl:1][C:2]1[CH:3]=[C:4]([CH:7]=[C:8]([O:10][C:11]2[C:16](=[O:17])[N:15]([CH2:18][C:19]3[CH:24]=[C:23]([C:25]4[CH:26]=[N:27][C:28]([F:31])=[CH:29][CH:30]=4)[C:22](=[O:32])[NH:21][N:20]=3)[CH:14]=[N:13][C:12]=2[C:42]([F:45])([F:44])[F:43])[CH:9]=1)[C:5]#[N:6]. The catalyst class is: 744. Reactant: [Cl:1][C:2]1[CH:3]=[C:4]([CH:7]=[C:8]([O:10][C:11]2[C:16](=[O:17])[N:15]([CH2:18][C:19]3[CH:24]=[C:23]([C:25]4[CH:26]=[N:27][C:28]([F:31])=[CH:29][CH:30]=4)[C:22](=[O:32])[N:21](CC4C=CC(OC)=CC=4)[N:20]=3)[CH:14]=[N:13][C:12]=2[C:42]([F:45])([F:44])[F:43])[CH:9]=1)[C:5]#[N:6].O=[N+]([O-])[O-].[O-][N+](=O)[O-].[O-][N+](=O)[O-].[O-][N+](=O)[O-].[O-][N+](=O)[O-].[O-][N+](=O)[O-].[Ce+4].[NH4+].[NH4+]. (2) Reactant: C[N:2](C)/[C:3](/[CH3:39])=[CH:4]\[C:5]([C:7]1[N:8]=[CH:9][N:10]2[C:15]3[CH:16]=[CH:17][CH:18]=[C:19]([CH2:20][CH2:21][N:22]4[CH2:27][CH2:26][N:25]([C:28]5[CH:37]=[CH:36][CH:35]=[C:34]6[C:29]=5[CH:30]=[CH:31][C:32]([CH3:38])=[N:33]6)[CH2:24][CH2:23]4)[C:14]=3[O:13][CH2:12][C:11]=12)=[O:6].[ClH:41].NO. Product: [ClH:41].[ClH:41].[CH3:39][C:3]1[CH:4]=[C:5]([C:7]2[N:8]=[CH:9][N:10]3[C:15]4[CH:16]=[CH:17][CH:18]=[C:19]([CH2:20][CH2:21][N:22]5[CH2:27][CH2:26][N:25]([C:28]6[CH:37]=[CH:36][CH:35]=[C:34]7[C:29]=6[CH:30]=[CH:31][C:32]([CH3:38])=[N:33]7)[CH2:24][CH2:23]5)[C:14]=4[O:13][CH2:12][C:11]=23)[O:6][N:2]=1. The catalyst class is: 8. (3) Reactant: [CH2:1]([S:4]([CH2:7][C:8]1[CH:13]=[C:12]([NH:14]C(=O)C(F)(F)F)[CH:11]=[CH:10][C:9]=1[S:21](Cl)(=[O:23])=[O:22])(=[O:6])=[O:5])[CH2:2][CH3:3].[NH2:25][C:26]1[CH:27]=[CH:28][C:29]2[CH2:33][O:32][B:31]([OH:34])[C:30]=2[CH:35]=1.N1C=CC=CC=1. Product: [NH2:14][C:12]1[CH:11]=[CH:10][C:9]([S:21]([NH:25][C:26]2[CH:27]=[CH:28][C:29]3[CH2:33][O:32][B:31]([OH:34])[C:30]=3[CH:35]=2)(=[O:22])=[O:23])=[C:8]([CH2:7][S:4]([CH2:1][CH2:2][CH3:3])(=[O:5])=[O:6])[CH:13]=1. The catalyst class is: 10. (4) Reactant: [CH3:1][O:2][C:3](=[O:25])[CH:4](C(=O)C1C=CC=CC=1)[CH2:5][C:6]([C:9]1[CH:14]=[C:13]([F:15])[CH:12]=[CH:11][C:10]=1[Br:16])([CH3:8])[CH3:7].C(=O)([O-])[O-:27].[K+].[K+].S(=O)(=O)(O)O.C(=O)([O-])[O-].[Cs+].[Cs+].CI.C(O)(=O)CC(CC(O)=O)(C(O)=O)O. Product: [CH3:1][O:2][C:3](=[O:25])[CH:4]([OH:27])[CH2:5][C:6]([C:9]1[CH:14]=[C:13]([F:15])[CH:12]=[CH:11][C:10]=1[Br:16])([CH3:8])[CH3:7]. The catalyst class is: 5.